This data is from Full USPTO retrosynthesis dataset with 1.9M reactions from patents (1976-2016). The task is: Predict the reactants needed to synthesize the given product. (1) Given the product [F:31][C:32]1[CH:33]=[CH:34][C:35]([N:41]2[CH:45]=[CH:44][N:43]=[N:42]2)=[C:36]([CH:40]=1)[C:37]([NH:15][C@H:11]1[CH2:12][CH2:13][CH2:14][C@@H:10]1[NH:9][C:7]1[S:8][C:4]2[CH:3]=[C:2]([F:1])[CH:30]=[CH:29][C:5]=2[N:6]=1)=[O:39], predict the reactants needed to synthesize it. The reactants are: [F:1][C:2]1[CH:30]=[CH:29][C:5]2[N:6]=[C:7]([NH:9][C@H:10]3[CH2:14][CH2:13][CH2:12][C@@H:11]3[NH:15]C(=O)C3C=CC=CC=3N3C=CC=N3)[S:8][C:4]=2[CH:3]=1.[F:31][C:32]1[CH:33]=[CH:34][C:35]([N:41]2[CH:45]=[CH:44][N:43]=[N:42]2)=[C:36]([CH:40]=1)[C:37]([OH:39])=O.Cl.FC1C=CC2N=C(N[C@H]3CCC[C@@H]3N)SC=2C=1. (2) Given the product [CH3:13][C:14]1([S:2]([Cl:1])(=[O:5])=[O:3])[CH2:18][CH:17]=[C:16]([C:19]2[CH:24]=[CH:23][C:22]([C:25]([F:27])([F:26])[F:28])=[CH:21][CH:20]=2)[S:15]1, predict the reactants needed to synthesize it. The reactants are: [Cl:1][S:2]([OH:5])(=O)=[O:3].P(Cl)(Cl)(Cl)(Cl)Cl.[P].[CH3:13][C:14]1[S:15][C:16]([C:19]2[CH:24]=[CH:23][C:22]([C:25]([F:28])([F:27])[F:26])=[CH:21][CH:20]=2)=[CH:17][CH:18]=1. (3) Given the product [F:9][C:10]([F:23])([F:22])[S:11]([O:14][C:3]1[C:4]2[C:34](=[C:35]([CH:36]([CH3:37])[CH3:39])[CH:7]=[CH:6][CH:5]=2)[N:25]=[C:8]([C:26]([O:29][CH3:30])=[O:28])[CH:2]=1)(=[O:13])=[O:12], predict the reactants needed to synthesize it. The reactants are: N1[C:6]([CH3:7])=[CH:5][CH:4]=[CH:3][C:2]=1[CH3:8].[F:9][C:10]([F:23])([F:22])[S:11]([O:14]S(C(F)(F)F)(=O)=O)(=[O:13])=[O:12].[Cl-].[NH4+:25].[C:26]([O:29][CH2:30]C)(=[O:28])C.CC[CH2:34][CH2:35][CH2:36][CH3:37].Cl[CH2:39]Cl. (4) Given the product [OH:23][C:24]([CH3:37])([C:28]([NH:30][CH2:31][CH2:32][C:33]([F:34])([F:35])[F:36])=[O:29])[C:25]([NH:1][C@@H:2]1[C:8](=[O:9])[N:7]([CH2:10][C:11]([F:14])([F:12])[F:13])[C:6]2[CH:15]=[CH:16][CH:17]=[CH:18][C:5]=2[C:4]2[CH:19]=[CH:20][CH:21]=[CH:22][C:3]1=2)=[O:26], predict the reactants needed to synthesize it. The reactants are: [NH2:1][C@@H:2]1[C:8](=[O:9])[N:7]([CH2:10][C:11]([F:14])([F:13])[F:12])[C:6]2[CH:15]=[CH:16][CH:17]=[CH:18][C:5]=2[C:4]2[CH:19]=[CH:20][CH:21]=[CH:22][C:3]1=2.[OH:23][C:24]([CH3:37])([C:28]([NH:30][CH2:31][CH2:32][C:33]([F:36])([F:35])[F:34])=[O:29])[C:25](O)=[O:26].O.ON1C2C=CC=CC=2N=N1.C(N(C(C)C)CC)(C)C.Cl.CN(C)CCCN=C=NCC. (5) Given the product [Cl:1][C:2]1[CH:3]=[C:4]([C:8]#[C:9][C:10]2[N:11]=[C:12]([CH3:15])[N:13]([C:17]3[N:22]=[CH:21][C:20]([F:23])=[CH:19][N:18]=3)[CH:14]=2)[CH:5]=[CH:6][CH:7]=1, predict the reactants needed to synthesize it. The reactants are: [Cl:1][C:2]1[CH:3]=[C:4]([C:8]#[C:9][C:10]2[N:11]=[C:12]([CH3:15])[NH:13][CH:14]=2)[CH:5]=[CH:6][CH:7]=1.Cl[C:17]1[N:22]=[CH:21][C:20]([F:23])=[CH:19][N:18]=1.